Dataset: Full USPTO retrosynthesis dataset with 1.9M reactions from patents (1976-2016). Task: Predict the reactants needed to synthesize the given product. (1) Given the product [CH3:1][C:2]1[CH:22]=[CH:21][CH:20]=[C:19]([CH3:24])[C:3]=1[CH2:4][NH:5][C:6]1[C:7]2[N:8]([C:12]([CH:16]=[CH2:17])=[C:13]([CH3:15])[N:14]=2)[CH:9]=[CH:10][CH:11]=1, predict the reactants needed to synthesize it. The reactants are: [CH3:1][C:2]1[C:22](C)=[CH:21][CH:20]=[CH:19][C:3]=1[CH2:4][NH:5][C:6]1[C:7]2[N:8]([C:12]([CH:16](O)[CH3:17])=[C:13]([CH3:15])[N:14]=2)[CH:9]=[CH:10][CH:11]=1.[C:24]1(C)C=CC(S(O)(=O)=O)=CC=1.O. (2) Given the product [C:1]([N:4]1[C:13]2[C:8](=[CH:9][C:10]([C:14]#[N:15])=[CH:11][CH:12]=2)[C@H:7]([NH:16][C:17]2[N:26]=[CH:25][CH:24]=[CH:23][C:18]=2[C:19]([OH:21])=[O:20])[C@@H:6]([CH3:27])[C@@H:5]1[CH:28]1[CH2:29][CH2:30]1)(=[O:3])[CH3:2], predict the reactants needed to synthesize it. The reactants are: [C:1]([N:4]1[C:13]2[C:8](=[CH:9][C:10]([C:14]#[N:15])=[CH:11][CH:12]=2)[C@H:7]([NH:16][C:17]2[N:26]=[CH:25][CH:24]=[CH:23][C:18]=2[C:19]([O:21]C)=[O:20])[C@@H:6]([CH3:27])[C@@H:5]1[CH:28]1[CH2:30][CH2:29]1)(=[O:3])[CH3:2].[Li+].[OH-]. (3) Given the product [C:18]([C:16]1[S:17][C:13]([C:9]2[CH:10]=[C:11]([Cl:12])[C:5]3[O:4][CH:3]([CH2:2][NH:1][C:46](=[O:41])/[CH:45]=[CH:47]/[C:27]4[CH:28]=[N:29][C:24]([NH2:23])=[N:25][CH:26]=4)[CH2:7][C:6]=3[CH:8]=2)=[CH:14][CH:15]=1)(=[O:20])[CH3:19], predict the reactants needed to synthesize it. The reactants are: [NH2:1][CH2:2][CH:3]1[CH2:7][C:6]2[CH:8]=[C:9]([C:13]3[S:17][C:16]([C:18](=[O:20])[CH3:19])=[CH:15][CH:14]=3)[CH:10]=[C:11]([Cl:12])[C:5]=2[O:4]1.CC[N:23]=[C:24]=[N:25][CH2:26][CH2:27][CH2:28][N:29](C)C.C1C=CC2N([OH:41])N=NC=2C=1.CCN(C(C)C)[CH:45]([CH3:47])[CH3:46]. (4) The reactants are: CC(C)(C)[C@@H](C(O)=O)N[C:5](OCCCC=C)=[O:6].[C:18]([O:22][CH2:23][C@@H:24]([C:26]([OH:28])=[O:27])[NH2:25])([CH3:21])([CH3:20])[CH3:19].[CH3:29][C:30]([CH3:37])([CH2:33][CH2:34][CH:35]=[CH2:36])[CH2:31][OH:32]. Given the product [C:18]([O:22][CH2:23][C@@H:24]([C:26]([OH:28])=[O:27])[NH:25][C:5]([O:32][CH2:31][C:30]([CH3:37])([CH3:29])[CH2:33][CH2:34][CH:35]=[CH2:36])=[O:6])([CH3:21])([CH3:19])[CH3:20], predict the reactants needed to synthesize it. (5) Given the product [N:45]1([C:19]([C:17]2[NH:16][C:13]3=[N:14][CH:15]=[C:10]([O:9][CH2:8][CH2:7][CH2:6][N:1]4[CH2:2][CH2:3][CH2:4][CH2:5]4)[CH:11]=[C:12]3[CH:18]=2)=[O:21])[CH2:50][CH2:49][O:48][CH2:47][CH2:46]1, predict the reactants needed to synthesize it. The reactants are: [N:1]1([CH2:6][CH2:7][CH2:8][O:9][C:10]2[CH:11]=[C:12]3[CH:18]=[C:17]([C:19]([O-:21])=O)[NH:16][C:13]3=[N:14][CH:15]=2)[CH2:5][CH2:4][CH2:3][CH2:2]1.[Li+].F[B-](F)(F)F.N1(OC(N(C)C)=[N+](C)C)C2C=CC=CC=2N=N1.[NH:45]1[CH2:50][CH2:49][O:48][CH2:47][CH2:46]1.C(N(CC)C(C)C)(C)C. (6) Given the product [O:15]=[S:14]1(=[O:16])[C:9]2[CH:8]=[C:7]([O:6][C:5]3[CH:9]=[C:8]([OH:22])[CH:7]=[CH:21][CH:20]=3)[CH:21]=[CH:20][C:10]=2[N:11]2[CH2:19][CH2:18][CH2:17][C:12]2=[N:13]1, predict the reactants needed to synthesize it. The reactants are: B(Br)(Br)Br.[CH3:5][O:6][C:7]1[CH:21]=[CH:20][C:10]2[N:11]3[CH2:19][CH2:18][CH2:17][C:12]3=[N:13][S:14](=[O:16])(=[O:15])[C:9]=2[CH:8]=1.[OH2:22].